This data is from Catalyst prediction with 721,799 reactions and 888 catalyst types from USPTO. The task is: Predict which catalyst facilitates the given reaction. (1) Reactant: [CH:1]1([C:4]2[N:8]([CH3:9])[C:7]3[CH:10]=[C:11]([N:14]4[CH:19]=[CH:18][C:17]([OH:20])=[CH:16][C:15]4=[O:21])[CH:12]=[CH:13][C:6]=3[N:5]=2)[CH2:3][CH2:2]1.[Cl:22][C:23]1[S:24][CH:25]=[CH:26][C:27]=1[CH2:28]O.C(P(CCCC)CCCC)CCC.N(C(N1CCCCC1)=O)=NC(N1CCCCC1)=O. Product: [Cl:22][C:23]1[S:24][CH:25]=[CH:26][C:27]=1[CH2:28][O:20][C:17]1[CH:18]=[CH:19][N:14]([C:11]2[CH:12]=[CH:13][C:6]3[N:5]=[C:4]([CH:1]4[CH2:2][CH2:3]4)[N:8]([CH3:9])[C:7]=3[CH:10]=2)[C:15](=[O:21])[CH:16]=1. The catalyst class is: 49. (2) Reactant: [C:1]([O:5][C:6]([NH:8][C@@H:9]([CH:22]=[O:23])[CH2:10][N:11]([CH3:21])[C:12](=[O:20])[O:13][CH2:14][CH2:15][Si:16]([CH3:19])([CH3:18])[CH3:17])=[O:7])([CH3:4])([CH3:3])[CH3:2].[CH:24]1([Mg]Cl)[CH2:29][CH2:28][CH2:27][CH2:26][CH2:25]1. Product: [C:1]([O:5][C:6]([NH:8][C@H:9]([CH2:10][N:11]([CH3:21])[C:12]([O:13][CH2:14][CH2:15][Si:16]([CH3:19])([CH3:18])[CH3:17])=[O:20])[C@@H:22]([CH:24]1[CH2:29][CH2:28][CH2:27][CH2:26][CH2:25]1)[OH:23])=[O:7])([CH3:4])([CH3:3])[CH3:2]. The catalyst class is: 11. (3) Reactant: [F:1][C:2]1[C:7]([F:8])=[CH:6][CH:5]=[CH:4][C:3]=1[C:9](=O)[CH2:10][C:11](O)([C:17]([O:19][CH2:20][CH3:21])=[O:18])[C:12](OCC)=[O:13].Cl.[NH2:25][NH2:26]. Product: [F:1][C:2]1[C:7]([F:8])=[CH:6][CH:5]=[CH:4][C:3]=1[C:9]1[N:26]=[N:25][C:12]([OH:13])=[C:11]([C:17]([O:19][CH2:20][CH3:21])=[O:18])[CH:10]=1. The catalyst class is: 8. (4) Reactant: [NH2:1][C:2]1[CH:28]=[CH:27][C:5]([O:6][C:7]2[CH:16]=[C:15]3[C:10]([CH:11]=[C:12]([C:21]([O:23]CC)=[O:22])[CH:13]([C:17]([F:20])([F:19])[F:18])[O:14]3)=[CH:9][C:8]=2[Cl:26])=[C:4]([F:29])[CH:3]=1.[OH-].[Na+].Cl. Product: [NH2:1][C:2]1[CH:28]=[CH:27][C:5]([O:6][C:7]2[CH:16]=[C:15]3[C:10]([CH:11]=[C:12]([C:21]([OH:23])=[O:22])[CH:13]([C:17]([F:20])([F:18])[F:19])[O:14]3)=[CH:9][C:8]=2[Cl:26])=[C:4]([F:29])[CH:3]=1. The catalyst class is: 92. (5) Reactant: [O:1]1[CH:5]=[N:4][N:3]=[C:2]1[C@H:6]([NH:9]C(=O)OC(C)(C)C)[CH2:7][CH3:8].C(O)(C(F)(F)F)=O.C(=O)([O-])[O-]. Product: [O:1]1[CH:5]=[N:4][N:3]=[C:2]1[C@H:6]([NH2:9])[CH2:7][CH3:8]. The catalyst class is: 2. (6) The catalyst class is: 13. Reactant: [O:1]1[CH2:6][CH2:5][N:4]([C:7]2[CH:13]=[CH:12][C:10]([NH2:11])=[CH:9][CH:8]=2)[CH2:3][CH2:2]1.[C:14](OC(=O)C)(=[O:16])[CH3:15]. Product: [N:4]1([C:7]2[CH:13]=[CH:12][C:10]([NH:11][C:14](=[O:16])[CH3:15])=[CH:9][CH:8]=2)[CH2:3][CH2:2][O:1][CH2:6][CH2:5]1. (7) Reactant: [CH3:1][N:2]1[C:10]2[C:5](=[CH:6][C:7](B3OC(C)(C)C(C)(C)O3)=[CH:8][CH:9]=2)[CH2:4][C:3]1=[O:20].Br[C:22]1[CH:23]=[N:24][CH:25]=[CH:26][C:27]=1[CH:28]=[CH2:29].COCCOC.C(=O)([O-])[O-].[Na+].[Na+]. Product: [CH3:1][N:2]1[C:10]2[C:5](=[CH:6][C:7]([C:22]3[CH:23]=[N:24][CH:25]=[CH:26][C:27]=3[CH:28]=[CH2:29])=[CH:8][CH:9]=2)[CH2:4][C:3]1=[O:20]. The catalyst class is: 668. (8) Reactant: [Cl:1][C:2]1[C:7]([O:8][CH3:9])=[C:6]([O:10][CH3:11])[CH:5]=[CH:4][C:3]=1[C:12]([N:14]([CH2:20][C:21]1[N:25]([CH2:26][C:27]2[CH:32]=[CH:31][CH:30]=[CH:29][C:28]=2[OH:33])[C:24]2[CH:34]=[CH:35][CH:36]=[CH:37][C:23]=2[N:22]=1)[CH2:15][CH2:16][CH:17]([CH3:19])[CH3:18])=[O:13].C([O-])([O-])=O.[K+].[K+].[Cl:44][CH2:45][CH2:46][CH2:47]I. Product: [Cl:1][C:2]1[C:7]([O:8][CH3:9])=[C:6]([O:10][CH3:11])[CH:5]=[CH:4][C:3]=1[C:12]([N:14]([CH2:20][C:21]1[N:25]([CH2:26][C:27]2[CH:32]=[CH:31][CH:30]=[CH:29][C:28]=2[O:33][CH2:47][CH2:46][CH2:45][Cl:44])[C:24]2[CH:34]=[CH:35][CH:36]=[CH:37][C:23]=2[N:22]=1)[CH2:15][CH2:16][CH:17]([CH3:19])[CH3:18])=[O:13]. The catalyst class is: 42. (9) Reactant: [CH3:1][N:2]1[CH2:7][C:6](=[O:8])[C:5]2[NH:9][CH:10]=[CH:11][C:4]=2[S:3]1(=[O:13])=[O:12].Br[CH2:15][CH2:16][CH2:17][CH2:18][Cl:19].C(=O)([O-])[O-].[K+].[K+]. Product: [Cl:19][CH2:18][CH2:17][CH2:16][CH2:15][N:9]1[C:5]2[C:6](=[O:8])[CH2:7][N:2]([CH3:1])[S:3](=[O:13])(=[O:12])[C:4]=2[CH:11]=[CH:10]1. The catalyst class is: 131.